This data is from Forward reaction prediction with 1.9M reactions from USPTO patents (1976-2016). The task is: Predict the product of the given reaction. (1) Given the reactants [CH3:1][O:2][C:3]1[CH:4]=[C:5]([C:9]2[C:10]([C:22]3[CH:27]=[CH:26][N:25]=[CH:24][CH:23]=3)=[N:11][N:12]3[C:17]([CH3:18])=[C:16]([C:19]([OH:21])=O)[N:15]=[N:14][C:13]=23)[CH:6]=[CH:7][CH:8]=1.C(N(CC)CC)C.[CH3:35][N:36]1[CH2:41][CH2:40][NH:39][CH2:38][CH2:37]1.C(OP(C#N)(=O)OCC)C, predict the reaction product. The product is: [CH3:1][O:2][C:3]1[CH:4]=[C:5]([C:9]2[C:10]([C:22]3[CH:27]=[CH:26][N:25]=[CH:24][CH:23]=3)=[N:11][N:12]3[C:17]([CH3:18])=[C:16]([C:19]([N:39]4[CH2:40][CH2:41][N:36]([CH3:35])[CH2:37][CH2:38]4)=[O:21])[N:15]=[N:14][C:13]=23)[CH:6]=[CH:7][CH:8]=1. (2) Given the reactants C(OC([N:8]1[CH2:13][C@H:12]([O:14][CH2:15][C:16]2[CH:17]=[CH:18][C:19]3[O:24][CH2:23][CH2:22][N:21]([CH2:25][CH2:26][CH2:27][O:28][CH3:29])[C:20]=3[CH:30]=2)[C@@H:11]([C:31]2[CH:36]=[CH:35][C:34]([CH2:37][O:38][CH2:39][C@H:40]([O:42][CH2:43][CH3:44])[CH3:41])=[CH:33][CH:32]=2)[C@H:10]([CH:45]=O)[CH2:9]1)=O)(C)(C)C.[NH:47]1[CH2:51][CH2:50][CH2:49][CH2:48]1.C(O)(=O)C.C(O[BH-](OC(=O)C)OC(=O)C)(=O)C.[Na+], predict the reaction product. The product is: [CH2:43]([O:42][C@H:40]([CH3:41])[CH2:39][O:38][CH2:37][C:34]1[CH:35]=[CH:36][C:31]([C@H:11]2[C@H:10]([CH2:45][N:47]3[CH2:51][CH2:50][CH2:49][CH2:48]3)[CH2:9][NH:8][CH2:13][C@@H:12]2[O:14][CH2:15][C:16]2[CH:17]=[CH:18][C:19]3[O:24][CH2:23][CH2:22][N:21]([CH2:25][CH2:26][CH2:27][O:28][CH3:29])[C:20]=3[CH:30]=2)=[CH:32][CH:33]=1)[CH3:44]. (3) Given the reactants ClC1C=CC2SC=C(CN3CCN(C4SC(C(O)=O)=C(C)N=4)C3=O)C=2C=1.[N:27]1[O:28][N:29]=[C:30]2[CH:35]=[C:34]([CH2:36][N:37]3[CH2:41][CH2:40][N:39]([C:42]4[S:43][C:44]([C:48]([OH:50])=O)=[C:45]([CH3:47])[N:46]=4)[C:38]3=[O:51])[CH:33]=[CH:32][C:31]=12.[NH2:52][CH2:53][C:54]1[CH:55]=[N:56][CH:57]=[CH:58][CH:59]=1, predict the reaction product. The product is: [N:27]1[O:28][N:29]=[C:30]2[CH:35]=[C:34]([CH2:36][N:37]3[CH2:41][CH2:40][N:39]([C:42]4[S:43][C:44]([C:48]([NH:52][CH2:53][C:54]5[CH:55]=[N:56][CH:57]=[CH:58][CH:59]=5)=[O:50])=[C:45]([CH3:47])[N:46]=4)[C:38]3=[O:51])[CH:33]=[CH:32][C:31]=12. (4) Given the reactants [C:1]([CH2:3][C:4]([NH2:6])=[S:5])#[N:2].Br[CH2:8][C:9]([C:11]1[CH:25]=[CH:24][C:14]([C:15]([NH:17][CH2:18][CH2:19][C:20]([F:23])([F:22])[F:21])=[O:16])=[CH:13][CH:12]=1)=O, predict the reaction product. The product is: [C:1]([CH2:3][C:4]1[S:5][CH:8]=[C:9]([C:11]2[CH:12]=[CH:13][C:14]([C:15]([NH:17][CH2:18][CH2:19][C:20]([F:21])([F:22])[F:23])=[O:16])=[CH:24][CH:25]=2)[N:6]=1)#[N:2]. (5) Given the reactants [Cl:1][C:2]1[N:7]=[C:6](Cl)[N:5]=[C:4]([N:9]2[CH2:14][CH2:13][N:12]([C:15]3[CH:20]=[CH:19][C:18]([F:21])=[CH:17][CH:16]=3)[CH2:11][CH2:10]2)[N:3]=1.[OH-:22].[Na+].Cl, predict the reaction product. The product is: [Cl:1][C:2]1[NH:7][C:6](=[O:22])[N:5]=[C:4]([N:9]2[CH2:14][CH2:13][N:12]([C:15]3[CH:20]=[CH:19][C:18]([F:21])=[CH:17][CH:16]=3)[CH2:11][CH2:10]2)[N:3]=1. (6) Given the reactants [Li]CCCC.[Cl:6][C:7]1[CH:12]=[CH:11][N:10]=[C:9]([C:13]([N:15]([CH:19]([CH3:21])[CH3:20])[CH:16]([CH3:18])[CH3:17])=[O:14])[CH:8]=1.[Cl:22][CH2:23][CH2:24][CH2:25]I, predict the reaction product. The product is: [Cl:6][C:7]1[CH:12]=[CH:11][N:10]=[C:9]([C:13]([N:15]([CH:19]([CH3:21])[CH3:20])[CH:16]([CH3:17])[CH3:18])=[O:14])[C:8]=1[CH2:25][CH2:24][CH2:23][Cl:22].